Dataset: Forward reaction prediction with 1.9M reactions from USPTO patents (1976-2016). Task: Predict the product of the given reaction. (1) Given the reactants [Cl:1][C:2]1[CH:3]=[CH:4][C:5]([N:8]2[CH:12]=[C:11]([CH:13]=O)[C:10]([CH:15]([CH3:17])[CH3:16])=[N:9]2)=[N:6][CH:7]=1.C(OP([CH2:26][C:27]([O:29][CH2:30][CH3:31])=[O:28])(OCC)=O)C.CN(C)C=O.[H-].[Na+], predict the reaction product. The product is: [Cl:1][C:2]1[CH:3]=[CH:4][C:5]([N:8]2[CH:12]=[C:11](/[CH:13]=[CH:26]/[C:27]([O:29][CH2:30][CH3:31])=[O:28])[C:10]([CH:15]([CH3:17])[CH3:16])=[N:9]2)=[N:6][CH:7]=1. (2) Given the reactants [F:1][C:2]1[N:7]=[CH:6][C:5]([CH:8]([N:10]2[CH2:15][CH2:14][O:13][CH2:12][CH2:11]2)[CH3:9])=[CH:4][C:3]=1B1OC(C)(C)C(C)(C)O1.Cl[C:26]1[N:34]=[C:33]([CH3:35])[N:32]=[C:31]2[C:27]=1[N:28]=[CH:29][N:30]2[CH:36]1[CH2:41][CH2:40][CH2:39][CH2:38][O:37]1.C([O-])(=O)C.[K+].CCOC(C)=O, predict the reaction product. The product is: [F:1][C:2]1[N:7]=[CH:6][C:5]([CH:8]([N:10]2[CH2:11][CH2:12][O:13][CH2:14][CH2:15]2)[CH3:9])=[CH:4][C:3]=1[C:26]1[N:34]=[C:33]([CH3:35])[N:32]=[C:31]2[C:27]=1[N:28]=[CH:29][N:30]2[CH:36]1[CH2:41][CH2:40][CH2:39][CH2:38][O:37]1. (3) Given the reactants [OH:1][CH2:2][CH2:3][C:4]1[CH:9]=[CH:8][N:7]=[CH:6][CH:5]=1.[N+:10]([C:13]1[CH:18]=[CH:17][C:16]([O:19][C:20](=O)[O:21]C2C=CC([N+]([O-])=O)=CC=2)=[CH:15][CH:14]=1)([O-:12])=[O:11].CN1CCOCC1, predict the reaction product. The product is: [C:20](=[O:21])([O:1][CH2:2][CH2:3][C:4]1[CH:9]=[CH:8][N:7]=[CH:6][CH:5]=1)[O:19][C:16]1[CH:15]=[CH:14][C:13]([N+:10]([O-:12])=[O:11])=[CH:18][CH:17]=1. (4) Given the reactants [Cl:1][C:2]1[C:3]([NH:10][CH2:11][C:12]2[CH:17]=[CH:16][C:15]([O:18][C:19]3[CH:20]=[CH:21][C:22]4[N:23]([C:25]([N+:28]([O-:30])=[O:29])=[CH:26][N:27]=4)[N:24]=3)=[CH:14][CH:13]=2)=[N:4][C:5]([CH3:9])=[N:6][C:7]=1[CH3:8].[CH3:31][S:32]([OH:35])(=[O:34])=[O:33], predict the reaction product. The product is: [CH3:31][S:32]([O-:35])(=[O:34])=[O:33].[Cl:1][C:2]1[C:3]([NH:10][CH2:11][C:12]2[CH:13]=[CH:14][C:15]([O:18][C:19]3[CH:20]=[CH:21][C:22]4[N:23]([C:25]([N+:28]([O-:30])=[O:29])=[CH:26][N:27]=4)[N:24]=3)=[CH:16][CH:17]=2)=[N:4][C:5]([CH3:9])=[NH+:6][C:7]=1[CH3:8]. (5) Given the reactants [CH:1]1([C:4]([C:11]2[CH:16]=[C:15]([O:17][CH3:18])[N:14]=[CH:13][N:12]=2)=[CH:5][C:6]([O:8][CH2:9][CH3:10])=[O:7])[CH2:3][CH2:2]1, predict the reaction product. The product is: [CH:1]1([CH:4]([C:11]2[CH:16]=[C:15]([O:17][CH3:18])[N:14]=[CH:13][N:12]=2)[CH2:5][C:6]([O:8][CH2:9][CH3:10])=[O:7])[CH2:2][CH2:3]1. (6) Given the reactants [F:1][C:2]([F:20])([F:19])[C:3]1[CH:8]=[CH:7][C:6]([C:9]2[CH:10]=[C:11]([CH:16]=[CH:17][N:18]=2)[C:12]([O:14][CH3:15])=[O:13])=[CH:5][CH:4]=1.[ClH:21], predict the reaction product. The product is: [ClH:21].[F:19][C:2]([F:1])([F:20])[C:3]1[CH:4]=[CH:5][C:6]([C@H:9]2[CH2:10][C@@H:11]([C:12]([O:14][CH3:15])=[O:13])[CH2:16][CH2:17][NH:18]2)=[CH:7][CH:8]=1.